This data is from Merck oncology drug combination screen with 23,052 pairs across 39 cell lines. The task is: Regression. Given two drug SMILES strings and cell line genomic features, predict the synergy score measuring deviation from expected non-interaction effect. (1) Drug 1: O=S1(=O)NC2(CN1CC(F)(F)F)C1CCC2Cc2cc(C=CCN3CCC(C(F)(F)F)CC3)ccc2C1. Drug 2: CCN(CC)CCNC(=O)c1c(C)[nH]c(C=C2C(=O)Nc3ccc(F)cc32)c1C. Cell line: NCIH520. Synergy scores: synergy=20.0. (2) Drug 1: CN1C(=O)C=CC2(C)C3CCC4(C)C(NC(=O)OCC(F)(F)F)CCC4C3CCC12. Drug 2: CC1(c2nc3c(C(N)=O)cccc3[nH]2)CCCN1. Cell line: EFM192B. Synergy scores: synergy=-3.49.